Dataset: Reaction yield outcomes from USPTO patents with 853,638 reactions. Task: Predict the reaction yield, written as a fraction of the theoretical maximum amount of product (1.0 means a 100% yield; for example, 0.34 means a 34% yield). The reactants are [N:1]1([C:11](=[O:23])[CH2:12][S:13][C:14]2[S:15][C:16]3[CH:21]=[CH:20][N:19]=[CH:18][C:17]=3[N:22]=2)[C:10]2[C:5](=[CH:6][CH:7]=[CH:8][CH:9]=2)[CH2:4][CH2:3][CH2:2]1.[ClH:24]. The catalyst is CCOCC.CCO. The product is [ClH:24].[N:1]1([C:11](=[O:23])[CH2:12][S:13][C:14]2[S:15][C:16]3[CH:21]=[CH:20][N:19]=[CH:18][C:17]=3[N:22]=2)[C:10]2[C:5](=[CH:6][CH:7]=[CH:8][CH:9]=2)[CH2:4][CH2:3][CH2:2]1. The yield is 0.770.